This data is from Forward reaction prediction with 1.9M reactions from USPTO patents (1976-2016). The task is: Predict the product of the given reaction. (1) The product is: [NH2:8][C:9]1[N:10]=[CH:11][C:12]([CH2:15][C:16]([O:18][CH3:19])=[O:17])=[N:13][CH:14]=1. Given the reactants C(OC([NH:8][C:9]1[N:10]=[CH:11][C:12]([CH2:15][C:16]([O:18][CH3:19])=[O:17])=[N:13][CH:14]=1)=O)(C)(C)C.O1CCOCC1.Cl.C(=O)(O)[O-].[Na+].C(OCC)(=O)C, predict the reaction product. (2) Given the reactants [Cl:1][C:2]1[CH:21]=[CH:20][C:5]([CH:6]([N:14]2[CH2:19][CH2:18][NH:17][CH2:16][CH2:15]2)[C:7]2[CH:12]=[CH:11][C:10]([Cl:13])=[CH:9][CH:8]=2)=[CH:4][CH:3]=1.C(N(CC)CC)C.[F:29][C:30]([F:41])([F:40])[C:31]1[CH:32]=[C:33]([CH:37]=[CH:38][CH:39]=1)[C:34](Cl)=[O:35], predict the reaction product. The product is: [Cl:1][C:2]1[CH:21]=[CH:20][C:5]([CH:6]([C:7]2[CH:8]=[CH:9][C:10]([Cl:13])=[CH:11][CH:12]=2)[N:14]2[CH2:15][CH2:16][N:17]([C:34]([C:33]3[CH:37]=[CH:38][CH:39]=[C:31]([C:30]([F:29])([F:40])[F:41])[CH:32]=3)=[O:35])[CH2:18][CH2:19]2)=[CH:4][CH:3]=1. (3) Given the reactants C[O:2][C:3](=[O:32])[CH:4]([NH:21][C:22](=[O:31])[C:23]1[C:28]([Cl:29])=[CH:27][CH:26]=[CH:25][C:24]=1[Cl:30])[CH2:5]/[CH:6]=[CH:7]/[C:8]1[CH:13]=[CH:12][C:11]([C:14]2([OH:20])[CH2:19][CH2:18][O:17][CH2:16][CH2:15]2)=[CH:10][CH:9]=1, predict the reaction product. The product is: [Cl:30][C:24]1[CH:25]=[CH:26][CH:27]=[C:28]([Cl:29])[C:23]=1[C:22]([NH:21][CH:4]([CH2:5]/[CH:6]=[CH:7]/[C:8]1[CH:13]=[CH:12][C:11]([C:14]2([OH:20])[CH2:19][CH2:18][O:17][CH2:16][CH2:15]2)=[CH:10][CH:9]=1)[C:3]([OH:32])=[O:2])=[O:31]. (4) Given the reactants [N+:1]([C:4]1[CH:8]=[N:7][NH:6][C:5]=1[NH2:9])([O-:3])=[O:2].[CH2:10]([N:14]([C:24]1[CH:29]=[CH:28][CH:27]=[C:26]([C:30](=O)[CH:31]=[CH:32]N(C)C)[CH:25]=1)[S:15]([C:18]1[CH:23]=[CH:22][CH:21]=[CH:20][CH:19]=1)(=[O:17])=[O:16])[CH2:11][CH2:12][CH3:13].C(OCC)(=O)C, predict the reaction product. The product is: [CH2:10]([N:14]([C:24]1[CH:29]=[CH:28][CH:27]=[C:26]([C:30]2[N:6]3[N:7]=[CH:8][C:4]([N+:1]([O-:3])=[O:2])=[C:5]3[N:9]=[CH:32][CH:31]=2)[CH:25]=1)[S:15]([C:18]1[CH:23]=[CH:22][CH:21]=[CH:20][CH:19]=1)(=[O:17])=[O:16])[CH2:11][CH2:12][CH3:13]. (5) Given the reactants [C:1]([C:4]1[C:9]([NH:10][C:11]([C:13]2[CH:17]=[C:16]([CH:18]([CH3:20])[CH3:19])[O:15][N:14]=2)=O)=[C:8]([Cl:21])[C:7]([O:22][CH3:23])=[CH:6][CH:5]=1)(=[O:3])[CH3:2].C(C1N=C(C2C=C(O)C3C(=CC(OC)=CC=3)N=2)SC=1)(C)C, predict the reaction product. The product is: [Cl:21][C:8]1[C:7]([O:22][CH3:23])=[CH:6][CH:5]=[C:4]2[C:9]=1[N:10]=[C:11]([C:13]1[CH:17]=[C:16]([CH:18]([CH3:20])[CH3:19])[O:15][N:14]=1)[CH:2]=[C:1]2[OH:3]. (6) Given the reactants C([O:3][C:4](=[O:12])[C:5]1[CH:10]=[CH:9][CH:8]=[C:7]([NH2:11])[CH:6]=1)C.Cl[CH2:14][C:15]([N:17]=[C:18]=[O:19])=[O:16].C1CCN2C(=NCCC2)CC1, predict the reaction product. The product is: [O:19]=[C:18]1[NH:17][C:15](=[O:16])[CH2:14][N:11]1[C:7]1[CH:6]=[C:5]([CH:10]=[CH:9][CH:8]=1)[C:4]([OH:3])=[O:12].